This data is from Catalyst prediction with 721,799 reactions and 888 catalyst types from USPTO. The task is: Predict which catalyst facilitates the given reaction. (1) Reactant: [CH:1]([NH:4]C(C)C)(C)[CH3:2].[Li]CCCC.[CH3:13][O:14][C:15](=[O:24])[CH2:16][C:17]1[CH:22]=[CH:21][C:20]([Cl:23])=[CH:19][CH:18]=1.C([O-])(O)=O.[Na+]. Product: [CH3:13][O:14][C:15](=[O:24])[CH:16]([C:17]1[CH:22]=[CH:21][C:20]([Cl:23])=[CH:19][CH:18]=1)[CH2:2][C:1]#[N:4]. The catalyst class is: 1. (2) Reactant: C([O:5][C:6]([N:8]1[CH2:13][CH2:12][C:11]2[N:14]([CH2:38][CH:39]([OH:52])[CH2:40][N:41]3[CH2:51][CH2:50][C:44]4([C:48](=[O:49])[NH:47][CH2:46][CH2:45]4)[CH2:43][CH2:42]3)[N:15]=[C:16]([C:17]3[CH:22]=[CH:21][C:20]([C:23]([F:26])([F:25])[F:24])=[C:19]([CH2:27][NH:28][C:29](=[O:37])[C:30]4[CH:35]=[CH:34][C:33]([F:36])=[CH:32][CH:31]=4)[CH:18]=3)[C:10]=2[CH2:9]1)=O)(C)(C)C.C(O)(C(F)(F)F)=O.[N:60]1C=CC=CC=1.C[Si](N=C=O)(C)C. Product: [F:36][C:33]1[CH:34]=[CH:35][C:30]([C:29]([NH:28][CH2:27][C:19]2[CH:18]=[C:17]([C:16]3[C:10]4[CH2:9][N:8]([C:6]([NH2:60])=[O:5])[CH2:13][CH2:12][C:11]=4[N:14]([CH2:38][CH:39]([OH:52])[CH2:40][N:41]4[CH2:51][CH2:50][C:44]5([C:48](=[O:49])[NH:47][CH2:46][CH2:45]5)[CH2:43][CH2:42]4)[N:15]=3)[CH:22]=[CH:21][C:20]=2[C:23]([F:24])([F:25])[F:26])=[O:37])=[CH:31][CH:32]=1. The catalyst class is: 64. (3) Reactant: [CH3:1][O:2][C:3]1[C:17]([O:18][CH3:19])=[CH:16][CH:15]=[C:14]([C:20]2[CH:21]=[C:22]3[C:26](=[CH:27][CH:28]=2)[C:25](=[O:29])[O:24][CH2:23]3)[C:4]=1[O:5][CH2:6][C:7]([CH3:13])([CH3:12])[C:8]([O:10]C)=[O:9].[OH-].[Li+]. Product: [CH3:1][O:2][C:3]1[C:17]([O:18][CH3:19])=[CH:16][CH:15]=[C:14]([C:20]2[CH:21]=[C:22]3[C:26](=[CH:27][CH:28]=2)[C:25](=[O:29])[O:24][CH2:23]3)[C:4]=1[O:5][CH2:6][C:7]([CH3:13])([CH3:12])[C:8]([OH:10])=[O:9]. The catalyst class is: 30. (4) Reactant: N.[C:2]1([CH2:8][C:9]#[N:10])[CH:7]=[CH:6][CH:5]=[CH:4][CH:3]=1.[CH3:11][OH:12]. Product: [O:12]([C:5]1[CH:6]=[CH:7][C:2]([CH2:8][CH2:9][NH2:10])=[CH:3][CH:4]=1)[C:11]1[CH:6]=[CH:7][CH:2]=[CH:3][CH:4]=1. The catalyst class is: 181. (5) Reactant: Br[C:2]1[CH:3]=[CH:4][C:5]2[CH2:6][O:7][CH2:8][C:9]3[C:10]=2[C:11]=1[CH:12]=[CH:13][CH:14]=3.[CH3:15][C@@H:16]1[CH2:21][NH:20][CH2:19][CH2:18][NH:17]1.C1(P(C2C=CC=CC=2)C2C=CC3C(=CC=CC=3)C=2C2C3C(=CC=CC=3)C=CC=2P(C2C=CC=CC=2)C2C=CC=CC=2)C=CC=CC=1.CC(C)([O-])C.[Na+]. Product: [CH3:15][C@H:16]1[NH:17][CH2:18][CH2:19][N:20]([C:2]2[CH:3]=[CH:4][C:5]3[CH2:6][O:7][CH2:8][C:9]4[C:10]=3[C:11]=2[CH:12]=[CH:13][CH:14]=4)[CH2:21]1. The catalyst class is: 101.